This data is from Full USPTO retrosynthesis dataset with 1.9M reactions from patents (1976-2016). The task is: Predict the reactants needed to synthesize the given product. (1) Given the product [Cl:30][C:24]1[CH:25]=[C:26]([Cl:29])[CH:27]=[CH:28][C:23]=1[N:12]1[C:13]([C:16]2[CH:17]=[CH:18][C:19]([O:22][S:42]([CH2:38][CH2:39][CH2:40][CH3:41])(=[O:44])=[O:43])=[CH:20][CH:21]=2)=[C:14]([CH3:15])[C:10]([C:8](=[O:9])[NH:7][N:1]2[CH2:6][CH2:5][CH2:4][CH2:3][CH2:2]2)=[N:11]1, predict the reactants needed to synthesize it. The reactants are: [N:1]1([NH:7][C:8]([C:10]2[C:14]([CH3:15])=[C:13]([C:16]3[CH:21]=[CH:20][C:19]([OH:22])=[CH:18][CH:17]=3)[N:12]([C:23]3[CH:28]=[CH:27][C:26]([Cl:29])=[CH:25][C:24]=3[Cl:30])[N:11]=2)=[O:9])[CH2:6][CH2:5][CH2:4][CH2:3][CH2:2]1.C(N(CC)CC)C.[CH2:38]([S:42](Cl)(=[O:44])=[O:43])[CH2:39][CH2:40][CH3:41]. (2) Given the product [CH2:20]([O:22][C:23](=[O:28])[C:24]([CH3:26])([O:1][C:2]1[CH:7]=[CH:6][CH:5]=[C:4]([C:8]2[CH:9]=[N:10][CH:11]=[CH:12][CH:13]=2)[CH:3]=1)[CH3:25])[CH3:21], predict the reactants needed to synthesize it. The reactants are: [OH:1][C:2]1[CH:3]=[C:4]([C:8]2[CH:9]=[N:10][CH:11]=[CH:12][CH:13]=2)[CH:5]=[CH:6][CH:7]=1.C(=O)([O-])[O-].[K+].[K+].[CH2:20]([O:22][C:23](=[O:28])[C:24](Br)([CH3:26])[CH3:25])[CH3:21]. (3) Given the product [Br:1][C:2]1[C:3]([Cl:12])=[C:4]([NH2:9])[C:5]([NH2:6])=[CH:7][CH:8]=1, predict the reactants needed to synthesize it. The reactants are: [Br:1][C:2]1[CH:8]=[CH:7][C:5]([NH2:6])=[C:4]([N+:9]([O-])=O)[C:3]=1[Cl:12].C([O-])([O-])=O.[Na+].[Na+]. (4) The reactants are: N([O-])=O.[Na+].[CH2:5]([C:9]1[CH:10]=[C:11]([NH2:15])[CH:12]=[CH:13][CH:14]=1)[CH2:6][CH2:7][CH3:8].O.O.Cl[Sn]Cl.[NH:21](C1C=C(Cl)C=CC=1)N.[C:30](O)(=O)/[C:31](=[C:33](\[CH:35]=[O:36])/[Cl:34])/[Cl:32]. Given the product [CH2:5]([C:9]1[CH:10]=[C:11]([N:15]2[C:35](=[O:36])[C:33]([Cl:34])=[C:31]([Cl:32])[CH:30]=[N:21]2)[CH:12]=[CH:13][CH:14]=1)[CH2:6][CH2:7][CH3:8], predict the reactants needed to synthesize it. (5) Given the product [N:8]1[C:9]2[C:4](=[CH:3][C:2]([SH:13])=[CH:11][CH:10]=2)[CH:5]=[CH:6][CH:7]=1, predict the reactants needed to synthesize it. The reactants are: Br[C:2]1[CH:3]=[C:4]2[C:9](=[CH:10][CH:11]=1)[N:8]=[CH:7][CH:6]=[CH:5]2.C[S-:13].[Na+].Cl. (6) Given the product [Cl:11][CH2:12][C:13]([C:2]1[C:3]([CH3:10])=[C:4]([CH:7]=[CH:8][CH:9]=1)[C:5]#[N:6])=[O:14], predict the reactants needed to synthesize it. The reactants are: I[C:2]1[C:3]([CH3:10])=[C:4]([CH:7]=[CH:8][CH:9]=1)[C:5]#[N:6].[Cl:11][CH2:12][C:13](N(OC)C)=[O:14].C([Li])CCC. (7) The reactants are: [C:1]([NH:4][C:5]1[CH:9]=[C:8]([Cl:10])[NH:7][C:6]=1[C:11]([O:13][CH2:14][CH3:15])=[O:12])(=[O:3])[CH3:2].[Br:16][C:17]1[CH:22]=[CH:21][C:20](B(O)O)=[CH:19][CH:18]=1.N1C=CC=CC=1.O. Given the product [C:1]([NH:4][C:5]1[CH:9]=[C:8]([Cl:10])[N:7]([C:20]2[CH:21]=[CH:22][C:17]([Br:16])=[CH:18][CH:19]=2)[C:6]=1[C:11]([O:13][CH2:14][CH3:15])=[O:12])(=[O:3])[CH3:2], predict the reactants needed to synthesize it. (8) Given the product [NH2:1][C:2]1[C:11]2[C:6](=[CH:7][C:8]([NH:12][C:13](=[O:15])[CH3:14])=[CH:9][CH:10]=2)[C:5]([C:26]2[CH:25]=[CH:24][C:23]([C:21]3[CH:20]=[N:19][N:18]([CH3:17])[CH:22]=3)=[CH:28][CH:27]=2)=[CH:4][N:3]=1, predict the reactants needed to synthesize it. The reactants are: [NH2:1][C:2]1[C:11]2[C:6](=[CH:7][C:8]([NH:12][C:13](=[O:15])[CH3:14])=[CH:9][CH:10]=2)[C:5](Cl)=[CH:4][N:3]=1.[CH3:17][N:18]1[CH:22]=[C:21]([C:23]2[CH:28]=[CH:27][C:26](B3OC(C)(C)C(C)(C)O3)=[CH:25][CH:24]=2)[CH:20]=[N:19]1.CC([O-])=O.[K+].CN(C)C=O.